Task: Regression/Classification. Given a drug SMILES string, predict its absorption, distribution, metabolism, or excretion properties. Task type varies by dataset: regression for continuous measurements (e.g., permeability, clearance, half-life) or binary classification for categorical outcomes (e.g., BBB penetration, CYP inhibition). For this dataset (solubility_aqsoldb), we predict Y.. Dataset: Aqueous solubility values for 9,982 compounds from the AqSolDB database The compound is CN(C)N=O. The Y is 1.13 log mol/L.